From a dataset of Peptide-MHC class II binding affinity with 134,281 pairs from IEDB. Regression. Given a peptide amino acid sequence and an MHC pseudo amino acid sequence, predict their binding affinity value. This is MHC class II binding data. The binding affinity (normalized) is 0.325. The peptide sequence is AAATAGTTVYGLFAA. The MHC is HLA-DQA10401-DQB10402 with pseudo-sequence HLA-DQA10401-DQB10402.